Dataset: Forward reaction prediction with 1.9M reactions from USPTO patents (1976-2016). Task: Predict the product of the given reaction. (1) Given the reactants [Cl:1][C:2]1[N:7]=[C:6](Cl)[C:5]([Cl:9])=[C:4]([Cl:10])[N:3]=1.[C:11]([O:15][C:16]([N:18]1[CH2:23][CH2:22][CH:21]([NH2:24])[CH2:20][CH2:19]1)=[O:17])([CH3:14])([CH3:13])[CH3:12].C(N(C(C)C)C(C)C)C, predict the reaction product. The product is: [C:11]([O:15][C:16]([N:18]1[CH2:23][CH2:22][CH:21]([NH:24][C:6]2[C:5]([Cl:9])=[C:4]([Cl:10])[N:3]=[C:2]([Cl:1])[N:7]=2)[CH2:20][CH2:19]1)=[O:17])([CH3:14])([CH3:12])[CH3:13]. (2) Given the reactants Br[C:2]1[N:6]([CH3:7])[CH:5]=[N:4][C:3]=1[C:8]1[CH:13]=[C:12]([C:14]#[N:15])[CH:11]=[CH:10][N:9]=1.[F:16][C:17]([F:29])([F:28])[O:18][C:19]1[CH:24]=[CH:23][C:22](B(O)O)=[CH:21][CH:20]=1, predict the reaction product. The product is: [CH3:7][N:6]1[C:2]([C:22]2[CH:21]=[CH:20][C:19]([O:18][C:17]([F:16])([F:28])[F:29])=[CH:24][CH:23]=2)=[C:3]([C:8]2[CH:13]=[C:12]([C:14]#[N:15])[CH:11]=[CH:10][N:9]=2)[N:4]=[CH:5]1.